Dataset: Rat liver microsome stability data. Task: Regression/Classification. Given a drug SMILES string, predict its absorption, distribution, metabolism, or excretion properties. Task type varies by dataset: regression for continuous measurements (e.g., permeability, clearance, half-life) or binary classification for categorical outcomes (e.g., BBB penetration, CYP inhibition). Dataset: rlm. The drug is C[C@@H]1CN(c2ccc(F)cc2C(F)(F)F)CCN1S(=O)(=O)c1ccc([C@@](O)(C(N)=O)C(F)(F)F)s1. The result is 0 (unstable in rat liver microsomes).